Dataset: Full USPTO retrosynthesis dataset with 1.9M reactions from patents (1976-2016). Task: Predict the reactants needed to synthesize the given product. (1) Given the product [Br:7][C:8]1[CH:13]=[CH:12][C:11]([C@@H:14]2[CH2:16][C@H:15]2[C:17]([N:27]=[N+:28]=[N-:29])=[O:19])=[CH:10][CH:9]=1, predict the reactants needed to synthesize it. The reactants are: ClC(OCC)=O.[Br:7][C:8]1[CH:13]=[CH:12][C:11]([C@@H:14]2[CH2:16][C@H:15]2[C:17]([OH:19])=O)=[CH:10][CH:9]=1.CCN(CC)CC.[N-:27]=[N+:28]=[N-:29].[Na+]. (2) Given the product [O:1]=[C:2]1[N:6]([CH2:7][C:8]([OH:10])=[O:9])[C:5]2[CH:15]=[CH:16][CH:17]=[CH:18][C:4]=2[N:3]1[C:19]1[CH:24]=[CH:23][N:22]=[CH:21][N:20]=1, predict the reactants needed to synthesize it. The reactants are: [O:1]=[C:2]1[N:6]([CH2:7][C:8]([O:10]C(C)(C)C)=[O:9])[C:5]2[CH:15]=[CH:16][CH:17]=[CH:18][C:4]=2[N:3]1[C:19]1[CH:24]=[CH:23][N:22]=[CH:21][N:20]=1.O=C1N(CC(OC(C)(C)C)=O)C2C=CC=CC=2N1C1C=CC=CN=1. (3) Given the product [F:1][C:2]([F:41])([O:26][C:27]1[CH:36]=[C:35]([C:37]([OH:39])=[O:38])[CH:34]=[CH:33][C:28]=1[C:29]([OH:31])=[O:30])[CH:3]([F:25])[O:4][C:5]([F:23])([F:24])[C:6]([F:22])([O:11][C:12]([F:20])([F:21])[C:13]([F:18])([F:19])[C:14]([F:16])([F:15])[F:17])[C:7]([F:10])([F:9])[F:8], predict the reactants needed to synthesize it. The reactants are: [F:1][C:2]([F:41])([O:26][C:27]1[CH:36]=[C:35]([C:37]([O:39]C)=[O:38])[CH:34]=[CH:33][C:28]=1[C:29]([O:31]C)=[O:30])[CH:3]([F:25])[O:4][C:5]([F:24])([F:23])[C:6]([F:22])([O:11][C:12]([F:21])([F:20])[C:13]([F:19])([F:18])[C:14]([F:17])([F:16])[F:15])[C:7]([F:10])([F:9])[F:8].[OH-].[K+].Cl. (4) Given the product [N+:9]([C:3]1[CH:4]=[C:5]([O:8][CH:20]2[CH2:21][O:18][CH2:19]2)[CH:6]=[CH:7][C:2]=1[NH2:1])([O-:11])=[O:10], predict the reactants needed to synthesize it. The reactants are: [NH2:1][C:2]1[CH:7]=[CH:6][C:5]([OH:8])=[CH:4][C:3]=1[N+:9]([O-:11])=[O:10].C(=O)([O-])[O-].[Cs+].[Cs+].[O:18]1[CH2:21][CH:20](OS(C2C=CC(C)=CC=2)(=O)=O)[CH2:19]1. (5) Given the product [NH2:1][C:2]1[CH:7]=[CH:6][C:5]([S:8][C:9]2[S:13][C:12]([C:14]([NH:34][CH2:33][C@H:32]([C:35]3[CH:40]=[CH:39][CH:38]=[CH:37][CH:36]=3)[CH3:31])=[O:15])=[CH:11][C:10]=2[NH:17][C:18]2[C:19]3[CH:27]=[CH:26][C:25]([CH:28]([CH3:30])[CH3:29])=[N:24][C:20]=3[N:21]=[CH:22][N:23]=2)=[CH:4][CH:3]=1, predict the reactants needed to synthesize it. The reactants are: [NH2:1][C:2]1[CH:7]=[CH:6][C:5]([S:8][C:9]2[S:13][C:12]([C:14](O)=[O:15])=[CH:11][C:10]=2[NH:17][C:18]2[C:19]3[CH:27]=[CH:26][C:25]([CH:28]([CH3:30])[CH3:29])=[N:24][C:20]=3[N:21]=[CH:22][N:23]=2)=[CH:4][CH:3]=1.[CH3:31][C@@H:32]([C:35]1[CH:40]=[CH:39][CH:38]=[CH:37][CH:36]=1)[CH2:33][NH2:34].C(N(CC)C(C)C)(C)C.F[B-](F)(F)F.N1(OC(N(C)C)=[N+](C)C)C2C=CC=CC=2N=N1. (6) Given the product [ClH:21].[F:4][C:2]([C:5]1[CH:6]=[C:7]([C:22]2[CH:23]=[C:24]([CH2:28][N:29]3[CH:33]=[CH:32][N:31]=[C:30]3[CH3:34])[N:25]=[N:26][CH:27]=2)[CH:8]=[CH:9][C:10]=1[F:11])([F:1])[CH3:3], predict the reactants needed to synthesize it. The reactants are: [F:1][C:2]([C:5]1[CH:6]=[C:7](B2OC(C)(C)C(C)(C)O2)[CH:8]=[CH:9][C:10]=1[F:11])([F:4])[CH3:3].[Cl:21][C:22]1[CH:23]=[C:24]([CH2:28][N:29]2[CH:33]=[CH:32][N:31]=[C:30]2[CH3:34])[N:25]=[N:26][CH:27]=1. (7) Given the product [CH:33]1([N:25]2[C:23]3[N:24]=[C:19]([NH:1][C:2]4[CH:3]=[CH:4][C:5]([N:8]5[CH:14]6[CH2:15][CH2:16][N:11]([CH2:12][CH2:13]6)[CH2:10][C:9]5=[O:17])=[CH:6][N:7]=4)[N:20]=[CH:21][C:22]=3[CH:27]=[C:26]2[C:28]([N:30]([CH3:32])[CH3:31])=[O:29])[CH2:34][CH2:35][CH2:36][CH2:37]1, predict the reactants needed to synthesize it. The reactants are: [NH2:1][C:2]1[N:7]=[CH:6][C:5]([N:8]2[CH:14]3[CH2:15][CH2:16][N:11]([CH2:12][CH2:13]3)[CH2:10][C:9]2=[O:17])=[CH:4][CH:3]=1.Cl[C:19]1[N:20]=[CH:21][C:22]2[CH:27]=[C:26]([C:28]([N:30]([CH3:32])[CH3:31])=[O:29])[N:25]([CH:33]3[CH2:37][CH2:36][CH2:35][CH2:34]3)[C:23]=2[N:24]=1.